From a dataset of Reaction yield outcomes from USPTO patents with 853,638 reactions. Predict the reaction yield, written as a fraction of the theoretical maximum amount of product (1.0 means a 100% yield; for example, 0.34 means a 34% yield). (1) The reactants are [Si](O[C@@:9]1([CH2:49][C:50]2[CH:55]=[CH:54][CH:53]=[CH:52][CH:51]=2)[CH2:13][CH2:12][CH:11]([CH2:14][C:15]2[CH:20]=[CH:19][C:18]([NH:21][S:22]([C:25]3[CH:30]=[CH:29][C:28]([C:31]4[S:32][CH:33]=[C:34]([C:36]5[CH:41]=[CH:40][C:39]([C:42]([F:45])([F:44])[F:43])=[CH:38][CH:37]=5)[N:35]=4)=[CH:27][CH:26]=3)(=[O:24])=[O:23])=[CH:17][CH:16]=2)[N:10]1C([O-])=O)(C(C)(C)C)(C)C.Cl.C[OH:58]. No catalyst specified. The product is [OH:58][C@H:49]([C:50]1[CH:55]=[CH:54][CH:53]=[CH:52][CH:51]=1)[C@@H:9]1[NH:10][C@H:11]([CH2:14][C:15]2[CH:20]=[CH:19][C:18]([NH:21][S:22]([C:25]3[CH:30]=[CH:29][C:28]([C:31]4[S:32][CH:33]=[C:34]([C:36]5[CH:37]=[CH:38][C:39]([C:42]([F:43])([F:45])[F:44])=[CH:40][CH:41]=5)[N:35]=4)=[CH:27][CH:26]=3)(=[O:23])=[O:24])=[CH:17][CH:16]=2)[CH2:12][CH2:13]1. The yield is 0.610. (2) The reactants are [F:1][C:2]1[CH:3]=[C:4]([C:18]#[N:19])[C:5]([C:8]2[CH:13]=[C:12]([N+:14]([O-])=O)[CH:11]=[CH:10][C:9]=2[F:17])=[CH:6][CH:7]=1. The catalyst is C(O)C.C(OCC)(=O)C.[Pt](=O)=O. The product is [NH2:14][C:12]1[CH:11]=[CH:10][C:9]([F:17])=[C:8]([C:5]2[C:4]([C:18]#[N:19])=[CH:3][C:2]([F:1])=[CH:7][CH:6]=2)[CH:13]=1. The yield is 1.00. (3) The reactants are [Cl-].O[NH3+:3].[C:4](=[O:7])([O-])[OH:5].[Na+].CS(C)=O.[S:13]1[C:17]2[CH:18]=[CH:19][CH:20]=[CH:21][C:16]=2[N:15]=[C:14]1[CH2:22][N:23]1[C:28](=[O:29])[C:27]([CH2:30][C:31]2[CH:36]=[CH:35][C:34]([C:37]3[C:38]([C:43]#[N:44])=[CH:39][CH:40]=[CH:41][CH:42]=3)=[CH:33][CH:32]=2)=[C:26]([CH2:45][CH2:46][CH2:47][CH3:48])[N:25]=[C:24]1[CH3:49]. The catalyst is C(OCC)(=O)C. The product is [S:13]1[C:17]2[CH:18]=[CH:19][CH:20]=[CH:21][C:16]=2[N:15]=[C:14]1[CH2:22][N:23]1[C:28](=[O:29])[C:27]([CH2:30][C:31]2[CH:36]=[CH:35][C:34]([C:37]3[CH:42]=[CH:41][CH:40]=[CH:39][C:38]=3[C:43]3[NH:3][C:4](=[O:7])[O:5][N:44]=3)=[CH:33][CH:32]=2)=[C:26]([CH2:45][CH2:46][CH2:47][CH3:48])[N:25]=[C:24]1[CH3:49]. The yield is 0.280.